Dataset: Reaction yield outcomes from USPTO patents with 853,638 reactions. Task: Predict the reaction yield, written as a fraction of the theoretical maximum amount of product (1.0 means a 100% yield; for example, 0.34 means a 34% yield). (1) The reactants are [NH2:1][CH2:2][CH2:3][CH2:4][N:5]([CH3:13])[C:6](=[O:12])[O:7][C:8]([CH3:11])([CH3:10])[CH3:9].[S:14]1[C:18]2[CH:19]=[CH:20][CH:21]=[CH:22][C:17]=2[CH:16]=[C:15]1[C:23]([NH:25][C@H:26]([C:31](O)=[O:32])[CH2:27][CH:28]([CH3:30])[CH3:29])=[O:24].ON1C(=O)C2C=CC=CC=2N=N1.CN1CCOCC1.CCN=C=NCCCN(C)C.Cl. The yield is 0.850. The catalyst is ClCCl. The product is [S:14]1[C:18]2[CH:19]=[CH:20][CH:21]=[CH:22][C:17]=2[CH:16]=[C:15]1[C:23]([NH:25][C@H:26]([C:31]([NH:1][CH2:2][CH2:3][CH2:4][N:5]([CH3:13])[C:6](=[O:12])[O:7][C:8]([CH3:10])([CH3:9])[CH3:11])=[O:32])[CH2:27][CH:28]([CH3:29])[CH3:30])=[O:24]. (2) The reactants are [C:1]([N:4]1[C:13]2[C:8](=[CH:9][C:10]([N:14]3[CH2:19][CH2:18][N:17](C(OC(C)(C)C)=O)[C@@H:16]([CH3:27])[CH2:15]3)=[CH:11][CH:12]=2)[C@H:7]([NH:28][C:29]2[CH:34]=[CH:33][CH:32]=[C:31]([O:35][CH3:36])[N:30]=2)[C@@H:6]([CH3:37])[C@@H:5]1[CH:38]1[CH2:40][CH2:39]1)(=[O:3])[CH3:2].[I-].[Na+]. The catalyst is C(#N)C. The product is [CH:38]1([C@H:5]2[C@H:6]([CH3:37])[C@@H:7]([NH:28][C:29]3[CH:34]=[CH:33][CH:32]=[C:31]([O:35][CH3:36])[N:30]=3)[C:8]3[C:13](=[CH:12][CH:11]=[C:10]([N:14]4[CH2:19][CH2:18][NH:17][C@@H:16]([CH3:27])[CH2:15]4)[CH:9]=3)[N:4]2[C:1](=[O:3])[CH3:2])[CH2:40][CH2:39]1. The yield is 0.387. (3) The reactants are [C:1]1([NH:7][C:8]2[N:13]=[C:12]([C:14]3[CH:15]=C([CH:19]=[CH:20][CH:21]=3)C#N)[CH:11]=[CH:10][N:9]=2)[CH:6]=[CH:5][CH:4]=[CH:3][CH:2]=1.Cl.[C:23]([OH:26])(=[O:25])[CH3:24]. No catalyst specified. The product is [C:1]1([NH:7][C:8]2[N:13]=[C:12]([C:14]3[CH:15]=[C:24]([CH:19]=[CH:20][CH:21]=3)[C:23]([OH:26])=[O:25])[CH:11]=[CH:10][N:9]=2)[CH:2]=[CH:3][CH:4]=[CH:5][CH:6]=1. The yield is 0.840. (4) The reactants are [ClH:1].[CH2:2]([C:7]1[N:8]=[C:9]([NH2:12])[NH:10][CH:11]=1)[CH2:3][CH2:4][C:5]#[CH:6].[N:13]([CH2:16][C:17]1[O:18][CH:19]=[CH:20][CH:21]=1)=[N+:14]=[N-:15]. No catalyst specified. The product is [ClH:1].[O:18]1[CH:19]=[CH:20][CH:21]=[C:17]1[CH2:16][N:13]1[CH:6]=[C:5]([CH2:4][CH2:3][CH2:2][C:7]2[N:8]=[C:9]([NH2:12])[NH:10][CH:11]=2)[N:15]=[N:14]1. The yield is 0.500. (5) The reactants are [CH3:1][O:2][CH2:3][C@@H:4]([NH:14]C(=O)OC(C)(C)C)[CH2:5][NH:6]C(=O)OC(C)(C)C.[ClH:22].CCOCC. The catalyst is CO. The product is [ClH:22].[ClH:22].[CH3:1][O:2][CH2:3][C@@H:4]([NH2:14])[CH2:5][NH2:6]. The yield is 0.920.